From a dataset of Catalyst prediction with 721,799 reactions and 888 catalyst types from USPTO. Predict which catalyst facilitates the given reaction. (1) Reactant: [CH3:1][O:2][C:3]1[CH:4]=[C:5]2[CH2:14][CH:13]([CH2:15][CH:16]3[CH2:21][CH2:20][N:19]([CH2:22][C:23]4[CH:24]=[CH:25][CH:26]=[CH:27][CH:28]=4)[CH2:18][CH2:17]3)[C:11](=[O:12])[C:6]2=[CH:7][C:8]=1[O:9][CH3:10].[C:29]([OH:37])(=[O:36])[CH:30]([CH2:32][C:33]([OH:35])=[O:34])[OH:31]. Product: [CH3:1][O:2][C:3]1[CH:4]=[C:5]2[CH2:14][CH:13]([CH2:15][CH:16]3[CH2:17][CH2:18][N:19]([CH2:22][C:23]4[CH:28]=[CH:27][CH:26]=[CH:25][CH:24]=4)[CH2:20][CH2:21]3)[C:11](=[O:12])[C:6]2=[CH:7][C:8]=1[O:9][CH3:10].[C:29]([O-:37])(=[O:36])[CH:30]([CH2:32][C:33]([O-:35])=[O:34])[OH:31]. The catalyst class is: 336. (2) The catalyst class is: 26. Product: [Br:1][C:2]1[C:11]2[C:6](=[CH:7][CH:8]=[C:9]([Cl:12])[CH:10]=2)[N:5]=[C:4]([NH:13][CH2:18][C:17]2[CH:20]=[CH:21][CH:22]=[CH:23][C:16]=2[O:15][CH3:14])[CH:3]=1. Reactant: [Br:1][C:2]1[C:11]2[C:6](=[CH:7][CH:8]=[C:9]([Cl:12])[CH:10]=2)[N:5]=[C:4]([NH2:13])[CH:3]=1.[CH3:14][O:15][C:16]1[CH:23]=[CH:22][CH:21]=[CH:20][C:17]=1[CH:18]=O.C(O)(=O)C.C(O[BH-](OC(=O)C)OC(=O)C)(=O)C.[Na+]. (3) Reactant: CON(C)[C:4]([C:6]1[CH:11]=[C:10]([CH3:12])[N:9]=[C:8]([N:13]2[CH:17]=[CH:16][N:15]=[CH:14]2)[N:7]=1)=[O:5].[CH3:19][Mg+].[Br-].O. Product: [N:13]1([C:8]2[N:7]=[C:6]([C:4](=[O:5])[CH3:19])[CH:11]=[C:10]([CH3:12])[N:9]=2)[CH:17]=[CH:16][N:15]=[CH:14]1. The catalyst class is: 1. (4) Reactant: [Br:1][C:2]1[C:12]2[C:13]3[C:5]([CH2:6][CH:7]([OH:14])[C:8]=3[CH:9]=[CH:10][CH:11]=2)=[CH:4][CH:3]=1.Cl[Si:16]([C:29]([CH3:32])([CH3:31])[CH3:30])([C:23]1[CH:28]=[CH:27][CH:26]=[CH:25][CH:24]=1)[C:17]1[CH:22]=[CH:21][CH:20]=[CH:19][CH:18]=1.N1C=CN=C1. Product: [Br:1][C:2]1[C:12]2[C:13]3[C:5]([CH2:6][CH:7]([O:14][Si:16]([C:29]([CH3:32])([CH3:31])[CH3:30])([C:23]4[CH:24]=[CH:25][CH:26]=[CH:27][CH:28]=4)[C:17]4[CH:22]=[CH:21][CH:20]=[CH:19][CH:18]=4)[C:8]=3[CH:9]=[CH:10][CH:11]=2)=[CH:4][CH:3]=1. The catalyst class is: 165. (5) Reactant: [C:1]([O:5][C:6]([NH:8][C:9]1[CH:14]=[CH:13][CH:12]=[CH:11][C:10]=1[NH:15][C:16](=[O:24])[C:17]1[CH:22]=[CH:21][C:20](Cl)=[N:19][CH:18]=1)=[O:7])([CH3:4])([CH3:3])[CH3:2].[CH2:25]([N:32]1[CH2:37][CH2:36][NH:35][CH2:34][CH2:33]1)[C:26]1[CH:31]=[CH:30][CH:29]=[CH:28][CH:27]=1. Product: [C:1]([O:5][C:6]([NH:8][C:9]1[CH:14]=[CH:13][CH:12]=[CH:11][C:10]=1[NH:15][C:16](=[O:24])[C:17]1[CH:22]=[CH:21][C:20]([N:35]2[CH2:36][CH2:37][N:32]([CH2:25][C:26]3[CH:27]=[CH:28][CH:29]=[CH:30][CH:31]=3)[CH2:33][CH2:34]2)=[N:19][CH:18]=1)=[O:7])([CH3:4])([CH3:3])[CH3:2]. The catalyst class is: 44.